This data is from Forward reaction prediction with 1.9M reactions from USPTO patents (1976-2016). The task is: Predict the product of the given reaction. (1) Given the reactants C(CS[C:6](=[S:12])[S:7][CH2:8][C:9]([OH:11])=O)(O)=O.[CH3:13][C:14]1[CH:21]=[CH:20][C:17]([CH2:18][NH2:19])=[CH:16][CH:15]=1, predict the reaction product. The product is: [CH3:13][C:14]1[CH:21]=[CH:20][C:17]([CH2:18][N:19]2[C:9](=[O:11])[CH2:8][S:7][C:6]2=[S:12])=[CH:16][CH:15]=1. (2) The product is: [C:31]([O:30][C:27]1[CH2:47][CH2:48][CH2:34][CH2:35][CH2:36][CH2:37][CH2:38][CH2:39][CH2:40][CH2:41][CH2:42][CH2:43][CH:44]([CH3:45])[CH:28]=1)(=[O:33])[CH3:32]. Given the reactants P(OC1C=CC=CC=1)(OC1C=CC=CC=1)(OC1C=CC=CC=1)=O.C[Zn]C.[C:27]([O:30][C:31](=[O:33])[CH3:32])(=O)[CH3:28].[C:34]1(=O)[CH2:48][CH2:47]C[CH2:45][CH2:44][CH2:43][CH2:42][CH2:41][CH2:40][CH2:39][CH2:38][CH2:37][CH:36]=[CH:35]1.S(=O)(=O)(O)O, predict the reaction product.